This data is from Reaction yield outcomes from USPTO patents with 853,638 reactions. The task is: Predict the reaction yield, written as a fraction of the theoretical maximum amount of product (1.0 means a 100% yield; for example, 0.34 means a 34% yield). The reactants are [F:1][C:2]1[C:7]([F:8])=[CH:6][CH:5]=[C:4]([C:9]([NH:11][O:12][CH2:13][CH2:14][OH:15])=[O:10])[C:3]=1[NH:16][C:17]1[CH:26]=[CH:25][C:20]([C:21]([O:23]C)=[O:22])=[CH:19][CH:18]=1.[OH-].[Na+].Cl. The catalyst is C(O)C. The product is [F:1][C:2]1[C:7]([F:8])=[CH:6][CH:5]=[C:4]([C:9]([NH:11][O:12][CH2:13][CH2:14][OH:15])=[O:10])[C:3]=1[NH:16][C:17]1[CH:26]=[CH:25][C:20]([C:21]([OH:23])=[O:22])=[CH:19][CH:18]=1. The yield is 0.570.